From a dataset of NCI-60 drug combinations with 297,098 pairs across 59 cell lines. Regression. Given two drug SMILES strings and cell line genomic features, predict the synergy score measuring deviation from expected non-interaction effect. (1) Drug 1: CC1=C(C(CCC1)(C)C)C=CC(=CC=CC(=CC(=O)O)C)C. Drug 2: CN(CCCl)CCCl.Cl. Cell line: NCI-H460. Synergy scores: CSS=37.3, Synergy_ZIP=3.84, Synergy_Bliss=-0.198, Synergy_Loewe=-25.9, Synergy_HSA=-4.18. (2) Drug 1: CNC(=O)C1=CC=CC=C1SC2=CC3=C(C=C2)C(=NN3)C=CC4=CC=CC=N4. Drug 2: C1CN(P(=O)(OC1)NCCCl)CCCl. Cell line: OVCAR-4. Synergy scores: CSS=-2.63, Synergy_ZIP=-1.15, Synergy_Bliss=-5.50, Synergy_Loewe=-7.78, Synergy_HSA=-5.89. (3) Drug 1: CC1=C(C=C(C=C1)NC2=NC=CC(=N2)N(C)C3=CC4=NN(C(=C4C=C3)C)C)S(=O)(=O)N.Cl. Drug 2: C1C(C(OC1N2C=NC3=C(N=C(N=C32)Cl)N)CO)O. Cell line: ACHN. Synergy scores: CSS=12.4, Synergy_ZIP=-7.23, Synergy_Bliss=-4.97, Synergy_Loewe=-5.15, Synergy_HSA=-2.75. (4) Drug 1: COC1=CC(=CC(=C1O)OC)C2C3C(COC3=O)C(C4=CC5=C(C=C24)OCO5)OC6C(C(C7C(O6)COC(O7)C8=CC=CS8)O)O. Drug 2: CC1CCCC2(C(O2)CC(NC(=O)CC(C(C(=O)C(C1O)C)(C)C)O)C(=CC3=CSC(=N3)C)C)C. Cell line: SK-MEL-28. Synergy scores: CSS=4.93, Synergy_ZIP=-4.10, Synergy_Bliss=2.20, Synergy_Loewe=-1.89, Synergy_HSA=-0.609. (5) Drug 1: CC12CCC3C(C1CCC2=O)CC(=C)C4=CC(=O)C=CC34C. Drug 2: C1CN1P(=S)(N2CC2)N3CC3. Cell line: LOX IMVI. Synergy scores: CSS=46.5, Synergy_ZIP=1.82, Synergy_Bliss=4.84, Synergy_Loewe=2.95, Synergy_HSA=7.17.